This data is from Reaction yield outcomes from USPTO patents with 853,638 reactions. The task is: Predict the reaction yield, written as a fraction of the theoretical maximum amount of product (1.0 means a 100% yield; for example, 0.34 means a 34% yield). (1) The reactants are [CH3:1][C:2]1([CH3:23])[NH:7][C:6](=[O:8])[C:5]2[S:9][C:10]([N:12]3[C:17]4[CH:18]=[C:19]([OH:22])[CH:20]=[CH:21][C:16]=4[O:15][CH2:14][CH2:13]3)=[N:11][C:4]=2[CH2:3]1.F[C:25]1[CH:30]=[N:29][CH:28]=[CH:27][N:26]=1.CC(C)([O-])C.[Na+]. The catalyst is C1COCC1. The product is [CH3:1][C:2]1([CH3:23])[NH:7][C:6](=[O:8])[C:5]2[S:9][C:10]([N:12]3[C:17]4[CH:18]=[C:19]([O:22][C:25]5[CH:30]=[N:29][CH:28]=[CH:27][N:26]=5)[CH:20]=[CH:21][C:16]=4[O:15][CH2:14][CH2:13]3)=[N:11][C:4]=2[CH2:3]1. The yield is 0.410. (2) The reactants are [OH:1][CH:2]1[CH2:7][CH2:6][CH:5]([N:8]2[C:13](=[O:14])[C:12]([CH2:15][C:16]3[CH:21]=[CH:20][C:19]([C:22]4[C:23]([C:28]#[N:29])=[CH:24][CH:25]=[CH:26][CH:27]=4)=[CH:18][CH:17]=3)=[C:11]([CH2:30][CH2:31][CH3:32])[N:10]3[N:33]=[C:34]([CH3:36])[N:35]=[C:9]23)[CH2:4][CH2:3]1.[N+](=[CH:39][C:40]([O:42][CH2:43][CH3:44])=[O:41])=[N-]. The catalyst is C([O-])(=O)C.[Rh+].C1(C)C=CC=CC=1. The product is [C:28]([C:23]1[CH:24]=[CH:25][CH:26]=[CH:27][C:22]=1[C:19]1[CH:20]=[CH:21][C:16]([CH2:15][C:12]2[C:13](=[O:14])[N:8]([CH:5]3[CH2:6][CH2:7][CH:2]([O:1][CH2:39][C:40]([O:42][CH2:43][CH3:44])=[O:41])[CH2:3][CH2:4]3)[C:9]3[N:10]([N:33]=[C:34]([CH3:36])[N:35]=3)[C:11]=2[CH2:30][CH2:31][CH3:32])=[CH:17][CH:18]=1)#[N:29]. The yield is 0.760. (3) The reactants are [C:1]1([CH:11]=[C:12]2[S:16][C:15](=[O:17])[NH:14][C:13]2=[O:18])[C:10]2[C:5](=[CH:6][CH:7]=[CH:8][CH:9]=2)[CH:4]=[CH:3][CH:2]=1.N1C=CC=CC=1.[BH4-].[Li+].Cl. The catalyst is C1COCC1.O. The product is [C:1]1([CH2:11][CH:12]2[S:16][C:15](=[O:17])[NH:14][C:13]2=[O:18])[C:10]2[C:5](=[CH:6][CH:7]=[CH:8][CH:9]=2)[CH:4]=[CH:3][CH:2]=1. The yield is 0.750.